From a dataset of hERG Central: cardiac toxicity at 1µM, 10µM, and general inhibition. Predict hERG channel inhibition at various concentrations. (1) The compound is CN1CCN(CCNC(=O)c2ccc3nc(-c4ccc(F)cc4)c(-c4ccc(F)cc4)nc3c2)CC1. Results: hERG_inhib (hERG inhibition (general)): blocker. (2) The drug is Cc1cc(C)c2c(CN3CCN(C)CC3)cc(=O)oc2c1. Results: hERG_inhib (hERG inhibition (general)): blocker. (3) The drug is COc1ccccc1NC(=O)/C(=C\c1cccnc1)NC(=O)c1ccc(C)cc1. Results: hERG_inhib (hERG inhibition (general)): blocker. (4) The compound is Nc1nc(CN2CCN(c3ccccc3)CC2)nc(Nc2ccc(Cl)cc2)n1. Results: hERG_inhib (hERG inhibition (general)): blocker. (5) The molecule is COc1ccccc1N1CCN(C(=O)Nc2ccc([N+](=O)[O-])cc2)CC1. Results: hERG_inhib (hERG inhibition (general)): blocker. (6) The molecule is Cc1cc(C)c(OCCCCN2CCC(C)CC2)c(Br)c1. Results: hERG_inhib (hERG inhibition (general)): blocker. (7) The compound is CCCCCN(C(=O)CCC(=O)OCC(=O)c1ccc(CCC)cc1)c1c(N)n(CCCC)c(=O)[nH]c1=O. Results: hERG_inhib (hERG inhibition (general)): blocker. (8) The drug is CCCCCCC(O)(CCN1CCCCC1)c1ccccc1.Cl. Results: hERG_inhib (hERG inhibition (general)): blocker. (9) The compound is O=C(NCCOc1ccc(Cl)cc1)c1cccc(S(=O)(=O)N2CCCC2)c1. Results: hERG_inhib (hERG inhibition (general)): blocker.